Dataset: Forward reaction prediction with 1.9M reactions from USPTO patents (1976-2016). Task: Predict the product of the given reaction. Given the reactants C[O:2][C:3](=[O:15])[CH2:4][C:5]1[C:13]2[C:8](=[N:9][CH:10]=[CH:11][CH:12]=2)[NH:7][C:6]=1[CH3:14].[H-].[Na+].Br[CH2:19][C:20]1[CH:25]=[CH:24][C:23]([S:26]([CH3:29])(=[O:28])=[O:27])=[CH:22][C:21]=1[Cl:30].[I-].[Na+], predict the reaction product. The product is: [Cl:30][C:21]1[CH:22]=[C:23]([S:26]([CH3:29])(=[O:28])=[O:27])[CH:24]=[CH:25][C:20]=1[CH2:19][N:7]1[C:8]2=[N:9][CH:10]=[CH:11][CH:12]=[C:13]2[C:5]([CH2:4][C:3]([OH:2])=[O:15])=[C:6]1[CH3:14].